This data is from Experimentally validated miRNA-target interactions with 360,000+ pairs, plus equal number of negative samples. The task is: Binary Classification. Given a miRNA mature sequence and a target amino acid sequence, predict their likelihood of interaction. (1) The miRNA is mmu-miR-466n-5p with sequence GUGUGUGCGUACAUGUACAUGU. The protein sequence of the target gene is MMNNSGYSDAGLGLGDETDEMPSTEKDLAEDAPWKKIQQNTFTRWCNEHLKCVGKRLTDLQRDLSDGLRLIALLEVLSQKRMYRKFHPRPNFRQMKLENVSVALEFLEREHIKLVSIDSKAIVDGNLKLILGLIWTLILHYSISMPMWEDEDDEDARKQTPKQRLLGWIQNKVPQLPITNFNRDWQDGKALGALVDNCAPGLCPDWEAWDPNQPVENAREAMQQADDWLGVPQVIAPEEIVDPNVDEHSVMTYLSQFPKAKLKPGAPVRSKQLNPKKAIAYGPGIEPQGNTVLQPAHFTV.... Result: 0 (no interaction). (2) The protein sequence of the target gene is MTDGDYDYLIKLLALGDSGVGKTTFLYRYTDNKFNPKFITTVGIDFREKRVVYDTQGADGASGKAFKVHLQLWDTAGQERFRSLTTAFFRDAMGFLLMFDLTSQQSFLNVRNWMSQLQANAYCENPDIVLIGNKADLPDQREVNERQARELAEKYGIPYFETSAATGQNVEKSVETLLDLIMKRMEKCVEKTQVPDTVNGGNSGKLDGEKPAEKKCAC. The miRNA is mmu-miR-135a-2-3p with sequence UGUAGGGAUGGAAGCCAUGAA. Result: 0 (no interaction). (3) Result: 1 (interaction). The miRNA is hsa-miR-92b-3p with sequence UAUUGCACUCGUCCCGGCCUCC. The protein sequence of the target gene is MERPDKAALNALQPPEFRNESSLASTLKTLLFFTALMITVPIGLYFTTKSYIFEGALGMSNRDSYFYAAIVAVVAVHVVLALFVYVAWNEGSRQWREGKQD. (4) The miRNA is hsa-miR-193a-3p with sequence AACUGGCCUACAAAGUCCCAGU. The protein sequence of the target gene is MAAANPWDPASSQTAAGLLLNHLVASGIVTKEMLDVSKKMAPCFVNFSRLQQISDIQAEIYQNNLELELLKLEKDTADLIHPSHLIEKCDVLQSMNNHLEAVLKEKHAIRQRLLRPMCQENLPLEAVYHRYVVHMLDLAVTFIEKFETHLETVKNSPHLDANLKQMSKALAKMDILVNKTEELAENILKWRELQTEISLYIPKMLTEERHLHELDIVPPLPFFPKAHTETSRAK. Result: 0 (no interaction).